Dataset: CYP1A2 inhibition data for predicting drug metabolism from PubChem BioAssay. Task: Regression/Classification. Given a drug SMILES string, predict its absorption, distribution, metabolism, or excretion properties. Task type varies by dataset: regression for continuous measurements (e.g., permeability, clearance, half-life) or binary classification for categorical outcomes (e.g., BBB penetration, CYP inhibition). Dataset: cyp1a2_veith. The compound is CC(C)c1ccc(Cn2ccc3c4c(N)nc(NC5CC5)nc4ccc32)cc1. The result is 1 (inhibitor).